This data is from NCI-60 drug combinations with 297,098 pairs across 59 cell lines. The task is: Regression. Given two drug SMILES strings and cell line genomic features, predict the synergy score measuring deviation from expected non-interaction effect. (1) Drug 1: C1=CC=C(C=C1)NC(=O)CCCCCCC(=O)NO. Drug 2: C1C(C(OC1N2C=NC3=C2NC=NCC3O)CO)O. Cell line: HS 578T. Synergy scores: CSS=1.28, Synergy_ZIP=-2.75, Synergy_Bliss=0.0420, Synergy_Loewe=-7.27, Synergy_HSA=-2.97. (2) Drug 1: CC=C1C(=O)NC(C(=O)OC2CC(=O)NC(C(=O)NC(CSSCCC=C2)C(=O)N1)C(C)C)C(C)C. Drug 2: CCC1=C2CN3C(=CC4=C(C3=O)COC(=O)C4(CC)O)C2=NC5=C1C=C(C=C5)O. Cell line: MDA-MB-435. Synergy scores: CSS=64.4, Synergy_ZIP=-0.0796, Synergy_Bliss=0.428, Synergy_Loewe=-1.56, Synergy_HSA=-0.722. (3) Drug 1: COC1=CC(=CC(=C1O)OC)C2C3C(COC3=O)C(C4=CC5=C(C=C24)OCO5)OC6C(C(C7C(O6)COC(O7)C8=CC=CS8)O)O. Drug 2: CCCCC(=O)OCC(=O)C1(CC(C2=C(C1)C(=C3C(=C2O)C(=O)C4=C(C3=O)C=CC=C4OC)O)OC5CC(C(C(O5)C)O)NC(=O)C(F)(F)F)O. Cell line: CAKI-1. Synergy scores: CSS=48.2, Synergy_ZIP=0.00463, Synergy_Bliss=0.224, Synergy_Loewe=1.96, Synergy_HSA=3.47. (4) Drug 1: CN(C)C1=NC(=NC(=N1)N(C)C)N(C)C. Drug 2: C1C(C(OC1N2C=C(C(=O)NC2=O)F)CO)O. Cell line: BT-549. Synergy scores: CSS=2.43, Synergy_ZIP=-11.4, Synergy_Bliss=-14.4, Synergy_Loewe=-24.9, Synergy_HSA=-18.7. (5) Drug 1: CC1=C2C(C(=O)C3(C(CC4C(C3C(C(C2(C)C)(CC1OC(=O)C(C(C5=CC=CC=C5)NC(=O)C6=CC=CC=C6)O)O)OC(=O)C7=CC=CC=C7)(CO4)OC(=O)C)O)C)OC(=O)C. Drug 2: C1C(C(OC1N2C=NC(=NC2=O)N)CO)O. Cell line: SNB-19. Synergy scores: CSS=35.0, Synergy_ZIP=-7.38, Synergy_Bliss=-1.68, Synergy_Loewe=-9.33, Synergy_HSA=0.0130. (6) Drug 1: COC1=NC(=NC2=C1N=CN2C3C(C(C(O3)CO)O)O)N. Drug 2: C1=NNC2=C1C(=O)NC=N2. Cell line: SW-620. Synergy scores: CSS=0.340, Synergy_ZIP=2.37, Synergy_Bliss=5.78, Synergy_Loewe=0.0631, Synergy_HSA=1.09. (7) Drug 1: C1CNP(=O)(OC1)N(CCCl)CCCl. Drug 2: C1CCC(C(C1)N)N.C(=O)(C(=O)[O-])[O-].[Pt+4]. Cell line: HCT116. Synergy scores: CSS=22.9, Synergy_ZIP=-1.60, Synergy_Bliss=-9.11, Synergy_Loewe=-49.8, Synergy_HSA=-9.01. (8) Drug 1: CN1CCC(CC1)COC2=C(C=C3C(=C2)N=CN=C3NC4=C(C=C(C=C4)Br)F)OC. Drug 2: CC=C1C(=O)NC(C(=O)OC2CC(=O)NC(C(=O)NC(CSSCCC=C2)C(=O)N1)C(C)C)C(C)C. Cell line: MDA-MB-435. Synergy scores: CSS=21.4, Synergy_ZIP=0.321, Synergy_Bliss=-2.11, Synergy_Loewe=-62.4, Synergy_HSA=-3.63.